From a dataset of Forward reaction prediction with 1.9M reactions from USPTO patents (1976-2016). Predict the product of the given reaction. (1) Given the reactants [C:1]([C:4]1([NH:10][S:11]([CH2:14][C:15]2[CH:20]=[CH:19][C:18]([Cl:21])=[CH:17][CH:16]=2)(=[O:13])=[O:12])[CH2:9][CH2:8][CH2:7][CH2:6][CH2:5]1)(=O)[CH3:2].ClC1C=CC(CS(Cl)(=O)=O)=CC=1.C(NC1CCCCC1)#C.C(N(CC)CC)C, predict the reaction product. The product is: [Cl:21][C:18]1[CH:17]=[CH:16][C:15]([CH2:14][S:11]([NH:10][C:4]2([C:1]#[CH:2])[CH2:5][CH2:6][CH2:7][CH2:8][CH2:9]2)(=[O:13])=[O:12])=[CH:20][CH:19]=1. (2) Given the reactants Cl[C:2]1[C:3]2[C:10]3[CH2:11][CH2:12][CH:13]([C:15]([N:17]4[CH2:22][CH2:21][N:20]([CH3:23])[CH2:19][CH2:18]4)=[O:16])[CH2:14][C:9]=3[S:8][C:4]=2[N:5]=[CH:6][N:7]=1.[Cl:24][CH2:25][CH2:26][CH2:27][O:28][C:29]1[CH:37]=[C:36]2[C:32]([CH:33]=[N:34][NH:35]2)=[CH:31][C:30]=1[NH2:38], predict the reaction product. The product is: [Cl:24][CH2:25][CH2:26][CH2:27][O:28][C:29]1[CH:37]=[C:36]2[C:32]([CH:33]=[N:34][NH:35]2)=[CH:31][C:30]=1[NH:38][C:2]1[C:3]2[C:10]3[CH2:11][CH2:12][CH:13]([C:15]([N:17]4[CH2:22][CH2:21][N:20]([CH3:23])[CH2:19][CH2:18]4)=[O:16])[CH2:14][C:9]=3[S:8][C:4]=2[N:5]=[CH:6][N:7]=1. (3) Given the reactants [Cl:1][C:2]1[CH:3]=[CH:4][C:5]([CH2:8]O)=[N:6][CH:7]=1.S(Cl)([Cl:12])=O.CN(C)C=O, predict the reaction product. The product is: [Cl:1][C:2]1[CH:3]=[CH:4][C:5]([CH2:8][Cl:12])=[N:6][CH:7]=1. (4) The product is: [Si:14]([O:21][C@@H:22]([CH2:27][O:28][CH:29]([CH3:31])[CH3:30])[C:23]([NH:13][C:10]1[CH:9]=[CH:8][C:7]([S:6][CH3:5])=[CH:12][N:11]=1)=[O:24])([C:17]([CH3:20])([CH3:19])[CH3:18])([CH3:16])[CH3:15]. Given the reactants C[Al](C)C.[CH3:5][S:6][C:7]1[CH:8]=[CH:9][C:10]([NH2:13])=[N:11][CH:12]=1.[Si:14]([O:21][C@@H:22]([CH2:27][O:28][CH:29]([CH3:31])[CH3:30])[C:23](OC)=[O:24])([C:17]([CH3:20])([CH3:19])[CH3:18])([CH3:16])[CH3:15].C(O)(=O)CC(CC(O)=O)(C(O)=O)O, predict the reaction product. (5) Given the reactants [F:1][C:2]1[CH:7]=[CH:6][C:5]([S:8]([C:11]2[C:12]([CH:24]([CH3:26])[CH3:25])=[CH:13][C:14]([CH:21]([CH3:23])[CH3:22])=[C:15]([S:17](Cl)(=[O:19])=[O:18])[CH:16]=2)(=[O:10])=[O:9])=[CH:4][CH:3]=1.[CH2:27]1[C:35]2[C:30](=[CH:31][CH:32]=[CH:33][CH:34]=2)[CH2:29][CH:28]1[NH2:36], predict the reaction product. The product is: [CH2:27]1[C:35]2[C:30](=[CH:31][CH:32]=[CH:33][CH:34]=2)[CH2:29][CH:28]1[NH:36][S:17]([C:15]1[CH:16]=[C:11]([S:8]([C:5]2[CH:6]=[CH:7][C:2]([F:1])=[CH:3][CH:4]=2)(=[O:10])=[O:9])[C:12]([CH:24]([CH3:26])[CH3:25])=[CH:13][C:14]=1[CH:21]([CH3:23])[CH3:22])(=[O:19])=[O:18].